This data is from Forward reaction prediction with 1.9M reactions from USPTO patents (1976-2016). The task is: Predict the product of the given reaction. Given the reactants [CH3:1][C:2]1[C:10]([CH3:11])=[CH:9][CH:8]=[CH:7][C:3]=1[C:4]([OH:6])=O.[N:12]1([CH:18]([C:21]2[CH:26]=[CH:25][N:24]=[CH:23][CH:22]=2)[CH2:19][NH2:20])[CH2:17][CH2:16][O:15][CH2:14][CH2:13]1, predict the reaction product. The product is: [CH3:1][C:2]1[C:10]([CH3:11])=[CH:9][CH:8]=[CH:7][C:3]=1[C:4]([NH:20][CH2:19][CH:18]([N:12]1[CH2:17][CH2:16][O:15][CH2:14][CH2:13]1)[C:21]1[CH:22]=[CH:23][N:24]=[CH:25][CH:26]=1)=[O:6].